This data is from Full USPTO retrosynthesis dataset with 1.9M reactions from patents (1976-2016). The task is: Predict the reactants needed to synthesize the given product. (1) Given the product [CH:1]([CH:4]1[C:11]2[CH:10]=[C:9]([C:12]([OH:14])=[O:13])[NH:8][C:7]=2[CH2:6][CH2:5]1)([CH3:3])[CH3:2], predict the reactants needed to synthesize it. The reactants are: [CH:1]([CH:4]1[C:11]2[CH:10]=[C:9]([C:12]([O:14]C)=[O:13])[NH:8][C:7]=2[CH2:6][CH2:5]1)([CH3:3])[CH3:2].O.[OH-].[Li+]. (2) Given the product [Cl:16][C:9]1[N:10]=[N:11][C:6]([NH:5][CH2:4][CH:1]2[CH2:2][CH2:3]2)=[C:7]2[O:15][CH2:14][CH2:13][O:12][C:8]=12, predict the reactants needed to synthesize it. The reactants are: [CH:1]1([CH2:4][NH:5][C:6]2[N:11]=[N:10][CH:9]=[C:8]3[O:12][CH2:13][CH2:14][O:15][C:7]=23)[CH2:3][CH2:2]1.[Cl:16]N1C(=O)CCC1=O. (3) The reactants are: [Br:1][C:2]1[C:3]([C:12](=[O:16])[C:13]([O-:15])=[O:14])=[CH:4][C:5]2[O:10][CH2:9][CH2:8][O:7][C:6]=2[CH:11]=1.[BH4-].[Na+].O1CC[CH2:21][CH2:20]1. Given the product [Br:1][C:2]1[C:3]([CH:12]([OH:16])[C:13]([O:15][CH2:20][CH3:21])=[O:14])=[CH:4][C:5]2[O:10][CH2:9][CH2:8][O:7][C:6]=2[CH:11]=1, predict the reactants needed to synthesize it. (4) Given the product [CH3:13][C:14]1([CH3:22])[O:21][C:19](=[O:20])[CH:18]([CH2:7][C:6]2[CH:9]=[CH:10][C:3]([C:2]([F:12])([F:11])[F:1])=[CH:4][CH:5]=2)[C:16](=[O:17])[O:15]1, predict the reactants needed to synthesize it. The reactants are: [F:1][C:2]([F:12])([F:11])[C:3]1[CH:10]=[CH:9][C:6]([CH:7]=O)=[CH:5][CH:4]=1.[CH3:13][C:14]1([CH3:22])[O:21][C:19](=[O:20])[CH2:18][C:16](=[O:17])[O:15]1.CC1NC(C)=C(C(OCC)=O)CC=1C(OCC)=O.N1CCC[C@H]1C(O)=O. (5) Given the product [Cl:10][C:9]1[CH:8]=[CH:7][C:6]([N:11]2[C:16](=[O:17])[NH:15][C:14](=[O:18])[CH:13]=[N:12]2)=[CH:5][C:4]=1[C:1]([OH:3])=[O:2], predict the reactants needed to synthesize it. The reactants are: [C:1]([C:4]1[CH:5]=[C:6]([N:11]2[C:16](=[O:17])[NH:15][C:14](=[O:18])[C:13](C(O)=O)=[N:12]2)[CH:7]=[CH:8][C:9]=1[Cl:10])([OH:3])=[O:2]. (6) Given the product [Cl:1][C:2]1[C:3]([F:31])=[C:4]([NH:8][CH:9]([C:11]2[CH:12]=[C:13]([C:28]([NH:40][CH2:35][CH2:34][N:33]([CH3:38])[CH3:32])=[O:29])[CH:14]=[C:15]3[C:20]=2[O:19][C:18]([N:21]2[CH2:26][CH2:25][O:24][CH2:23][CH2:22]2)=[CH:17][C:16]3=[O:27])[CH3:10])[CH:5]=[CH:6][CH:7]=1, predict the reactants needed to synthesize it. The reactants are: [Cl:1][C:2]1[C:3]([F:31])=[C:4]([NH:8][CH:9]([C:11]2[CH:12]=[C:13]([C:28](O)=[O:29])[CH:14]=[C:15]3[C:20]=2[O:19][C:18]([N:21]2[CH2:26][CH2:25][O:24][CH2:23][CH2:22]2)=[CH:17][C:16]3=[O:27])[CH3:10])[CH:5]=[CH:6][CH:7]=1.[CH3:32][N:33]1[CH2:38]CO[CH2:35][CH2:34]1.C[N:40]1C(=O)CCC1. (7) The reactants are: [CH:1]1([NH2:7])[CH2:6][CH2:5][CH2:4][CH2:3][CH2:2]1.[CH3:8][O:9][C:10]([C:12]1[CH:13]=[C:14]([CH3:35])[C:15]2[O:21][C:20]3[C:22]([Cl:31])=[CH:23][C:24]([NH:26][C:27](=[O:30])[CH2:28]Cl)=[CH:25][C:19]=3[CH2:18][S:17](=[O:33])(=[O:32])[C:16]=2[CH:34]=1)=[O:11]. Given the product [CH3:8][O:9][C:10]([C:12]1[CH:13]=[C:14]([CH3:35])[C:15]2[O:21][C:20]3[C:22]([Cl:31])=[CH:23][C:24]([NH:26][C:27](=[O:30])[CH2:28][NH:7][CH:1]4[CH2:6][CH2:5][CH2:4][CH2:3][CH2:2]4)=[CH:25][C:19]=3[CH2:18][S:17](=[O:33])(=[O:32])[C:16]=2[CH:34]=1)=[O:11], predict the reactants needed to synthesize it. (8) The reactants are: [C:1]([OH:10])(=O)[CH2:2][CH2:3][CH2:4][CH2:5][C:6](O)=O.[CH2:11](O)[CH2:12][CH2:13][CH2:14][CH2:15][CH2:16][OH:17]. Given the product [C:1]1(=[O:10])[CH2:2][CH2:3][CH2:4][CH2:5][CH2:6]1.[CH:16]1([OH:17])[CH2:15][CH2:14][CH2:13][CH2:12][CH2:11]1, predict the reactants needed to synthesize it.